This data is from Reaction yield outcomes from USPTO patents with 853,638 reactions. The task is: Predict the reaction yield, written as a fraction of the theoretical maximum amount of product (1.0 means a 100% yield; for example, 0.34 means a 34% yield). The reactants are [Cl:1][C:2]1[CH:3]=[N+:4]([O-:39])[CH:5]=[C:6]([Cl:38])[C:7]=1[CH2:8][C@@H:9]([C:23]1[CH:28]=[CH:27][C:26]([O:29][CH:30]([F:32])[F:31])=[C:25]([O:33][CH2:34][CH:35]2[CH2:37][CH2:36]2)[CH:24]=1)[O:10][C:11]([O:13][C:14]1[CH:19]=[CH:18][C:17]([N+:20]([O-])=O)=[CH:16][CH:15]=1)=[O:12].OC1C=CC(N[S:48]([CH3:51])(=[O:50])=[O:49])=CC=1. The catalyst is C(Cl)Cl.CN(C1C=CN=CC=1)C. The yield is 0.330. The product is [Cl:1][C:2]1[CH:3]=[N+:4]([O-:39])[CH:5]=[C:6]([Cl:38])[C:7]=1[CH2:8][C@@H:9]([C:23]1[CH:28]=[CH:27][C:26]([O:29][CH:30]([F:32])[F:31])=[C:25]([O:33][CH2:34][CH:35]2[CH2:37][CH2:36]2)[CH:24]=1)[O:10][C:11]([O:13][C:14]1[CH:19]=[CH:18][C:17]([NH:20][S:48]([CH3:51])(=[O:50])=[O:49])=[CH:16][CH:15]=1)=[O:12].